From a dataset of Forward reaction prediction with 1.9M reactions from USPTO patents (1976-2016). Predict the product of the given reaction. Given the reactants Br[C:2]1[N:3]=[C:4]2[N:11]([CH2:12][CH2:13][CH:14]3[CH2:19][CH2:18][O:17][CH2:16][CH2:15]3)[CH2:10][C:9](=[O:20])[NH:8][C:5]2=[N:6][CH:7]=1.CC1(C)C(C)(C)OB([C:29]2[CH:34]=[CH:33][C:32]([C:35]([OH:38])([CH3:37])[CH3:36])=[CH:31][CH:30]=2)O1.C(=O)([O-])[O-].[Na+].[Na+], predict the reaction product. The product is: [OH:38][C:35]([C:32]1[CH:33]=[CH:34][C:29]([C:2]2[N:3]=[C:4]3[N:11]([CH2:12][CH2:13][CH:14]4[CH2:19][CH2:18][O:17][CH2:16][CH2:15]4)[CH2:10][C:9](=[O:20])[NH:8][C:5]3=[N:6][CH:7]=2)=[CH:30][CH:31]=1)([CH3:37])[CH3:36].